From a dataset of TCR-epitope binding with 47,182 pairs between 192 epitopes and 23,139 TCRs. Binary Classification. Given a T-cell receptor sequence (or CDR3 region) and an epitope sequence, predict whether binding occurs between them. (1) The epitope is RLRAEAQVK. The TCR CDR3 sequence is CASSWGGASGETQYF. Result: 1 (the TCR binds to the epitope). (2) The epitope is ISDYDYYRY. The TCR CDR3 sequence is CASSSPGTGSGELFF. Result: 0 (the TCR does not bind to the epitope). (3) The epitope is MLNIPSINV. The TCR CDR3 sequence is CASTGLAGSDTQYF. Result: 0 (the TCR does not bind to the epitope). (4) The epitope is KEIDRLNEV. The TCR CDR3 sequence is CATRWSANTEAFF. Result: 1 (the TCR binds to the epitope). (5) The epitope is HLVDFQVTI. Result: 0 (the TCR does not bind to the epitope). The TCR CDR3 sequence is CASSFGGRELFF. (6) The epitope is IPRRNVATL. The TCR CDR3 sequence is CASSDSRGGLEETQYF. Result: 0 (the TCR does not bind to the epitope). (7) The TCR CDR3 sequence is CASVGGGGTEAFF. Result: 0 (the TCR does not bind to the epitope). The epitope is YLKLTDNVYIK.